This data is from Peptide-MHC class I binding affinity with 185,985 pairs from IEDB/IMGT. The task is: Regression. Given a peptide amino acid sequence and an MHC pseudo amino acid sequence, predict their binding affinity value. This is MHC class I binding data. The peptide sequence is IEELRRHLL. The MHC is HLA-B45:01 with pseudo-sequence HLA-B45:01. The binding affinity (normalized) is 0.